Dataset: NCI-60 drug combinations with 297,098 pairs across 59 cell lines. Task: Regression. Given two drug SMILES strings and cell line genomic features, predict the synergy score measuring deviation from expected non-interaction effect. (1) Drug 1: CN1CCC(CC1)COC2=C(C=C3C(=C2)N=CN=C3NC4=C(C=C(C=C4)Br)F)OC. Drug 2: CC(C)CN1C=NC2=C1C3=CC=CC=C3N=C2N. Cell line: PC-3. Synergy scores: CSS=11.3, Synergy_ZIP=-3.12, Synergy_Bliss=2.91, Synergy_Loewe=-1.78, Synergy_HSA=2.94. (2) Drug 1: C1=C(C(=O)NC(=O)N1)F. Drug 2: CS(=O)(=O)OCCCCOS(=O)(=O)C. Cell line: SN12C. Synergy scores: CSS=22.1, Synergy_ZIP=-2.99, Synergy_Bliss=-3.34, Synergy_Loewe=-8.30, Synergy_HSA=-1.41.